The task is: Regression. Given a peptide amino acid sequence and an MHC pseudo amino acid sequence, predict their binding affinity value. This is MHC class II binding data.. This data is from Peptide-MHC class II binding affinity with 134,281 pairs from IEDB. (1) The peptide sequence is VAAFTEALRIIAGVL. The MHC is DRB1_0405 with pseudo-sequence DRB1_0405. The binding affinity (normalized) is 0.360. (2) The peptide sequence is GRTILKENIKYEVAIFVH. The MHC is DRB3_0101 with pseudo-sequence DRB3_0101. The binding affinity (normalized) is 0.483. (3) The peptide sequence is AFKVAATAANAAPDN. The binding affinity (normalized) is 0.721. The MHC is HLA-DPA10103-DPB10301 with pseudo-sequence HLA-DPA10103-DPB10301. (4) The peptide sequence is STVASAQIHLYYN. The MHC is HLA-DPA10201-DPB10501 with pseudo-sequence HLA-DPA10201-DPB10501. The binding affinity (normalized) is 0.